From a dataset of Forward reaction prediction with 1.9M reactions from USPTO patents (1976-2016). Predict the product of the given reaction. (1) Given the reactants N1C=CN=C1.[Cl:6][C:7]1[CH:12]=[CH:11][C:10]([C@@H:13]([OH:16])[CH2:14][OH:15])=[CH:9][C:8]=1[F:17].[CH3:18][C:19]([Si:22](Cl)([CH3:24])[CH3:23])([CH3:21])[CH3:20], predict the reaction product. The product is: [Si:22]([O:15][CH2:14][C@@H:13]([C:10]1[CH:11]=[CH:12][C:7]([Cl:6])=[C:8]([F:17])[CH:9]=1)[OH:16])([C:19]([CH3:21])([CH3:20])[CH3:18])([CH3:24])[CH3:23]. (2) Given the reactants [C:1]([CH2:4][CH2:5][C:6]([O:8][CH2:9][C@H:10]1[C@H:15]([C:16]2[CH:21]=[CH:20][C:19]([F:22])=[CH:18][CH:17]=2)[CH2:14][CH2:13][N:12]([C:23]([O:25][C:26]2[CH:31]=[CH:30][CH:29]=[CH:28][CH:27]=2)=[O:24])[CH2:11]1)=[O:7])([OH:3])=[O:2].CO.[CH3:34][Si](C=[N+]=[N-])(C)C, predict the reaction product. The product is: [F:22][C:19]1[CH:18]=[CH:17][C:16]([C@@H:15]2[CH2:14][CH2:13][N:12]([C:23]([O:25][C:26]3[CH:31]=[CH:30][CH:29]=[CH:28][CH:27]=3)=[O:24])[CH2:11][C@H:10]2[CH2:9][O:8][C:6](=[O:7])[CH2:5][CH2:4][C:1]([O:3][CH3:34])=[O:2])=[CH:21][CH:20]=1.